From a dataset of Full USPTO retrosynthesis dataset with 1.9M reactions from patents (1976-2016). Predict the reactants needed to synthesize the given product. Given the product [NH2:9][C:7]1[CH:6]=[CH:5][C:4]([CH:12]([C:14]2[CH:19]=[CH:18][CH:17]=[CH:16][N:15]=2)[OH:13])=[C:3]([O:2][CH3:1])[CH:8]=1, predict the reactants needed to synthesize it. The reactants are: [CH3:1][O:2][C:3]1[CH:8]=[C:7]([N+:9]([O-])=O)[CH:6]=[CH:5][C:4]=1[CH:12]([C:14]1[CH:19]=[CH:18][CH:17]=[CH:16][N:15]=1)[OH:13].